From a dataset of Catalyst prediction with 721,799 reactions and 888 catalyst types from USPTO. Predict which catalyst facilitates the given reaction. (1) Reactant: [F:1][C:2]1[CH:7]=[CH:6][C:5]([N:8]2[C:16]3[C:11](=[CH:12][CH:13]=[C:14]([CH2:17][CH2:18][CH2:19][C:20]([OH:22])=O)[CH:15]=3)[CH:10]=[N:9]2)=[CH:4][CH:3]=1.C(Cl)(=O)C(Cl)=O.[Cl-].[Cl-].[Cl-].[Al+3]. Product: [F:1][C:2]1[CH:7]=[CH:6][C:5]([N:8]2[C:16]3[C:11](=[CH:12][C:13]4[C:20](=[O:22])[CH2:19][CH2:18][CH2:17][C:14]=4[CH:15]=3)[CH:10]=[N:9]2)=[CH:4][CH:3]=1. The catalyst class is: 59. (2) Reactant: [OH:1][CH:2]([CH3:5])[CH2:3][OH:4].C(N(CC)CC)C.[N+:13]([C:16]1[CH:24]=[CH:23][C:19]([C:20](Cl)=[O:21])=[CH:18][CH:17]=1)([O-:15])=[O:14].ClCCl. Product: [N+:13]([C:16]1[CH:17]=[CH:18][C:19]([C:20]([O:4][CH2:3][CH:2]([OH:1])[CH3:5])=[O:21])=[CH:23][CH:24]=1)([O-:15])=[O:14]. The catalyst class is: 11.